Task: Binary Classification. Given a drug SMILES string, predict its activity (active/inactive) in a high-throughput screening assay against a specified biological target.. Dataset: KCNQ2 potassium channel screen with 302,405 compounds (1) The compound is s1c(NC(=O)C2N(NC(=O)C2)Cc2ccccc2)c(cc1C)C(OC)=O. The result is 0 (inactive). (2) The molecule is O=C(Nc1c(cccc1)C)CCN1CCCC1. The result is 0 (inactive). (3) The compound is Clc1n2c(nnc2ccc1)c1ccc([N+]([O-])=O)cc1. The result is 0 (inactive). (4) The molecule is s1c2c(n(Cc3ccc(F)cc3)c(=O)n(c2=O)c2ccc(F)cc2)cc1. The result is 0 (inactive). (5) The drug is S(=O)(=O)(NCC(=O)N(CC1OCCC1)C(CCC)C(=O)NC(CC)(C)C)c1ccc(F)cc1. The result is 0 (inactive). (6) The compound is O(C(=O)C1(CCCN(C1)Cc1[nH]nc(c1)C(C)C)Cc1cc(OC)ccc1)CC. The result is 0 (inactive).